This data is from Full USPTO retrosynthesis dataset with 1.9M reactions from patents (1976-2016). The task is: Predict the reactants needed to synthesize the given product. Given the product [OH:1][C@@:2]1([CH2:9][NH:10][C:11]([C:13]2[C:14]3[CH:15]=[CH:16][C:17]([N:38]4[CH2:39][CH2:40][CH:36]([N:35]([CH3:41])[CH3:34])[CH2:37]4)=[N:18][C:19]=3[CH:20]=[CH:21][C:22]=2[Cl:23])=[O:12])[CH2:7][CH2:6][CH2:5][C@H:4]([CH3:8])[CH2:3]1, predict the reactants needed to synthesize it. The reactants are: [OH:1][C@@:2]1([CH2:9][NH:10][C:11]([C:13]2[C:14]3[CH:15]=[CH:16][C:17](Cl)=[N:18][C:19]=3[CH:20]=[CH:21][C:22]=2[Cl:23])=[O:12])[CH2:7][CH2:6][CH2:5][C@H:4]([CH3:8])[CH2:3]1.CCN(C(C)C)C(C)C.[CH3:34][N:35]([CH3:41])[CH:36]1[CH2:40][CH2:39][NH:38][CH2:37]1.